Dataset: Peptide-MHC class I binding affinity with 185,985 pairs from IEDB/IMGT. Task: Regression. Given a peptide amino acid sequence and an MHC pseudo amino acid sequence, predict their binding affinity value. This is MHC class I binding data. The peptide sequence is DVFYLPPEK. The MHC is HLA-A30:01 with pseudo-sequence HLA-A30:01. The binding affinity (normalized) is 0.332.